This data is from Catalyst prediction with 721,799 reactions and 888 catalyst types from USPTO. The task is: Predict which catalyst facilitates the given reaction. (1) Reactant: C[Si]([N-][Si](C)(C)C)(C)C.[Li+].C[Si](C)(C)N[Si](C)(C)C.C([Li])CCC.[Si:25]([O:32][C:33]1[C:34](=[O:39])[CH2:35][CH2:36][CH2:37][CH:38]=1)([C:28]([CH3:31])([CH3:30])[CH3:29])([CH3:27])[CH3:26].[Cl-].[F:41][C:42]1[CH:56]=[CH:55][C:45]([CH2:46][C:47]2[O:51][C:50]([C:52]([O-])=[O:53])=[CH:49][CH:48]=2)=[CH:44][CH:43]=1.[Cl-].[NH4+]. Product: [Si:25]([O:32][C:33]1[C:34](=[O:39])[CH:35]([C:52]([C:50]2[O:51][C:47]([CH2:46][C:45]3[CH:44]=[CH:43][C:42]([F:41])=[CH:56][CH:55]=3)=[CH:48][CH:49]=2)=[O:53])[CH2:36][CH2:37][CH:38]=1)([C:28]([CH3:31])([CH3:30])[CH3:29])([CH3:27])[CH3:26]. The catalyst class is: 7. (2) Reactant: [O:1]1[CH:5]=[CH:4][N:3]=[C:2]1[CH2:6][O:7][C:8]1[CH:17]=[N:16][C:15]2[C:14](=O)[NH:13][CH:12]=[N:11][C:10]=2[CH:9]=1.C(N(CC)C(C)C)(C)C.P(Cl)(Cl)([Cl:30])=O.C([O-])(O)=O.[Na+]. Product: [Cl:30][C:14]1[C:15]2[N:16]=[CH:17][C:8]([O:7][CH2:6][C:2]3[O:1][CH:5]=[CH:4][N:3]=3)=[CH:9][C:10]=2[N:11]=[CH:12][N:13]=1. The catalyst class is: 11. (3) Reactant: [H-].[Na+].[Cl:3][C:4]1[CH:12]=[CH:11][C:10]2[NH:9][C:8]3[CH2:13][CH2:14][N:15]([CH3:17])[CH2:16][C:7]=3[C:6]=2[CH:5]=1.Br[CH2:19][CH2:20][CH2:21][C:22]1[CH:23]=[CH:24][C:25]([C:28]([F:31])([F:30])[F:29])=[N:26][CH:27]=1.O. Product: [Cl:3][C:4]1[CH:12]=[CH:11][C:10]2[N:9]([CH2:19][CH2:20][CH2:21][C:22]3[CH:27]=[N:26][C:25]([C:28]([F:31])([F:29])[F:30])=[CH:24][CH:23]=3)[C:8]3[CH2:13][CH2:14][N:15]([CH3:17])[CH2:16][C:7]=3[C:6]=2[CH:5]=1. The catalyst class is: 3. (4) Reactant: Br[CH2:2][CH2:3][CH:4]=[CH2:5].[Mg].II.[O:9]=[C:10]1[CH2:15][CH2:14][N:13]([C:16]([O:18][C:19]([CH3:22])([CH3:21])[CH3:20])=[O:17])[CH2:12][CH2:11]1. Product: [C:19]([O:18][C:16]([N:13]1[CH2:12][CH2:11][C:10]([CH2:5][CH2:4][CH:3]=[CH2:2])([OH:9])[CH2:15][CH2:14]1)=[O:17])([CH3:22])([CH3:21])[CH3:20]. The catalyst class is: 627. (5) Reactant: [N:1]1[CH:6]=[CH:5][CH:4]=[CH:3][CH:2]=1.[CH2:7]([Br:16])[C:8]([C:10]1[CH:15]=[CH:14][CH:13]=[CH:12][CH:11]=1)=[O:9]. Product: [Br-:16].[CH2:7]([N+:1]1[CH:6]=[CH:5][CH:4]=[CH:3][CH:2]=1)[C:8]([C:10]1[CH:15]=[CH:14][CH:13]=[CH:12][CH:11]=1)=[O:9]. The catalyst class is: 883. (6) Reactant: [O:1]=[C:2]1[C:7]([C:8]2[CH:13]=[CH:12][CH:11]=[CH:10][CH:9]=2)=[CH:6][NH:5][CH:4]=[C:3]1[C:14]([O:16][CH2:17][CH3:18])=[O:15].C(=O)([O-])[O-].[Cs+].[Cs+].FC(F)(F)S(O[CH2:31][C:32]([F:35])([F:34])[F:33])(=O)=O.Cl. Product: [O:1]=[C:2]1[C:7]([C:8]2[CH:13]=[CH:12][CH:11]=[CH:10][CH:9]=2)=[CH:6][N:5]([CH2:31][C:32]([F:35])([F:34])[F:33])[CH:4]=[C:3]1[C:14]([O:16][CH2:17][CH3:18])=[O:15]. The catalyst class is: 3.